This data is from Full USPTO retrosynthesis dataset with 1.9M reactions from patents (1976-2016). The task is: Predict the reactants needed to synthesize the given product. Given the product [Cl:1][C:2]1[CH:24]=[C:23]([O:25][CH2:26][CH2:27][OH:28])[CH:22]=[CH:21][C:3]=1[C:4]([N:6]1[C:12]2[CH:13]=[CH:14][CH:15]=[CH:16][C:11]=2[CH2:10][N:9]([CH2:17][C:18]([NH:31][OH:30])=[NH:19])[C:8](=[O:20])[CH2:7]1)=[O:5], predict the reactants needed to synthesize it. The reactants are: [Cl:1][C:2]1[CH:24]=[C:23]([O:25][CH2:26][CH2:27][OH:28])[CH:22]=[CH:21][C:3]=1[C:4]([N:6]1[C:12]2[CH:13]=[CH:14][CH:15]=[CH:16][C:11]=2[CH2:10][N:9]([CH2:17][C:18]#[N:19])[C:8](=[O:20])[CH2:7]1)=[O:5].[Cl-].[OH:30][NH3+:31].C(=O)([O-])[O-].[K+].[K+].